From a dataset of Experimentally validated miRNA-target interactions with 360,000+ pairs, plus equal number of negative samples. Binary Classification. Given a miRNA mature sequence and a target amino acid sequence, predict their likelihood of interaction. The miRNA is mmu-miR-136-5p with sequence ACUCCAUUUGUUUUGAUGAUGG. The protein sequence of the target gene is MESVKQRILAPGKEGIKNFAGKSLGQIYRVLEKKQDNRETIELTEDGKPLEVPEKKAPLCDCTCFGLPRRYIIAIMSGLGFCISFGIRCNLGVAIVDMVNNSTIHRGGKVIKEKAKFNWDPETVGMIHGSFFWGYIITQIPGGYIASRLAANRVFGAAILLTSTLNMLIPSAARVHYGCVIFVRILQGLVEGVTYPACHGIWSKWAPPLERSRLATTSFCGSYAGAVIAMPLAGILVQYTGWSSVFYVYGSFGMVWYMFWLLVSYESPAKHPTITDEERRYIEESIGESANLLGAMEKFK.... Result: 1 (interaction).